From a dataset of CYP2C19 inhibition data for predicting drug metabolism from PubChem BioAssay. Regression/Classification. Given a drug SMILES string, predict its absorption, distribution, metabolism, or excretion properties. Task type varies by dataset: regression for continuous measurements (e.g., permeability, clearance, half-life) or binary classification for categorical outcomes (e.g., BBB penetration, CYP inhibition). Dataset: cyp2c19_veith. (1) The molecule is Cc1c(NC(=O)C(C)OC(=O)[C@@H](NC(=O)c2ccccc2)C(C)C)c(=O)n(-c2ccccc2)n1C. The result is 0 (non-inhibitor). (2) The compound is CCC(C)Sc1nnc(CSc2nc3nc(C)cc(C)n3n2)o1. The result is 1 (inhibitor).